This data is from Forward reaction prediction with 1.9M reactions from USPTO patents (1976-2016). The task is: Predict the product of the given reaction. (1) Given the reactants Cl.[CH3:2][S:3]([O:6][CH:7]([CH2:9][CH:10]([S:15][C:16]1[CH:21]=[CH:20][CH:19]=[CH:18][N:17]=1)[CH:11]=NOC)[CH3:8])(=[O:5])=[O:4].C=[O:23], predict the reaction product. The product is: [CH3:2][S:3]([O:6][CH:7]([CH2:9][CH:10]([S:15][C:16]1[CH:21]=[CH:20][CH:19]=[CH:18][N:17]=1)[CH:11]=[O:23])[CH3:8])(=[O:5])=[O:4]. (2) Given the reactants [CH3:1][O:2][C:3]1[CH:4]=[C:5]2[C:10](=[CH:11][C:12]=1[O:13][CH3:14])[N:9]=[CH:8][N:7]=[C:6]2[O:15][C:16]1[CH:22]=[CH:21][C:19]([NH2:20])=[CH:18][CH:17]=1.C(N(CC)CC)C.[C:30](Cl)(Cl)=[S:31].[NH2:34][CH2:35][CH2:36][CH2:37][N:38]1[CH2:42][CH2:41][CH2:40][C:39]1=[O:43], predict the reaction product. The product is: [CH3:1][O:2][C:3]1[CH:4]=[C:5]2[C:10](=[CH:11][C:12]=1[O:13][CH3:14])[N:9]=[CH:8][N:7]=[C:6]2[O:15][C:16]1[CH:22]=[CH:21][C:19]([NH:20][C:30]([NH:34][CH2:35][CH2:36][CH2:37][N:38]2[CH2:42][CH2:41][CH2:40][C:39]2=[O:43])=[S:31])=[CH:18][CH:17]=1. (3) Given the reactants C[Si](I)(C)C.C1(C[O:13][C:14]2[CH:19]=[CH:18][C:17]([C:20]3[CH:21]=[C:22]4[C:26](=[CH:27][C:28]=3[C:29]3[CH:34]=[CH:33][C:32]([O:35]CC5C=CC=CC=5)=[CH:31][CH:30]=3)[NH:25][N:24]=[C:23]4[NH:43][C:44](=[O:48])[CH2:45][CH2:46][CH3:47])=[CH:16][CH:15]=2)C=CC=CC=1, predict the reaction product. The product is: [OH:13][C:14]1[CH:15]=[CH:16][C:17]([C:20]2[CH:21]=[C:22]3[C:26](=[CH:27][C:28]=2[C:29]2[CH:34]=[CH:33][C:32]([OH:35])=[CH:31][CH:30]=2)[NH:25][N:24]=[C:23]3[NH:43][C:44](=[O:48])[CH2:45][CH2:46][CH3:47])=[CH:18][CH:19]=1. (4) Given the reactants Cl.[CH3:2][O:3][C:4]([C:6]1[C:7]2[CH2:8][CH2:9][NH:10][CH2:11][C:12]=2[CH:13]=[CH:14][CH:15]=1)=[O:5].[C:16]([O:20][C:21](=[O:33])[NH:22][C@H:23]([C:25]1[CH:30]=[CH:29][C:28]([CH:31]=O)=[CH:27][CH:26]=1)[CH3:24])([CH3:19])([CH3:18])[CH3:17].CC(O)=O.C(O[BH-](OC(=O)C)OC(=O)C)(=O)C.[Na+], predict the reaction product. The product is: [CH3:2][O:3][C:4]([C:6]1[C:7]2[CH2:8][CH2:9][N:10]([CH2:31][C:28]3[CH:27]=[CH:26][C:25]([C@@H:23]([NH:22][C:21]([O:20][C:16]([CH3:17])([CH3:19])[CH3:18])=[O:33])[CH3:24])=[CH:30][CH:29]=3)[CH2:11][C:12]=2[CH:13]=[CH:14][CH:15]=1)=[O:5]. (5) Given the reactants Br[C:2]1[CH:3]=[C:4]([O:8][CH3:9])[CH:5]=[N:6][CH:7]=1.[OH-].[NH4+:11], predict the reaction product. The product is: [CH3:9][O:8][C:4]1[CH:3]=[C:2]([NH2:11])[CH:7]=[N:6][CH:5]=1. (6) Given the reactants [CH2:1]([O:8][C:9]1[C:14](=[O:15])[NH:13][C:12]([S:16][CH3:17])=[N:11][C:10]=1[C:18]([O:20][CH2:21][CH3:22])=[O:19])[C:2]1[CH:7]=[CH:6][CH:5]=[CH:4][CH:3]=1.[C:23]([O:27][CH3:28])(=[O:26])[CH:24]=[CH2:25].[F-].[Cs+], predict the reaction product. The product is: [CH2:1]([O:8][C:9]1[C:14](=[O:15])[N:13]([CH2:25][CH2:24][C:23]([O:27][CH3:28])=[O:26])[C:12]([S:16][CH3:17])=[N:11][C:10]=1[C:18]([O:20][CH2:21][CH3:22])=[O:19])[C:2]1[CH:7]=[CH:6][CH:5]=[CH:4][CH:3]=1. (7) Given the reactants C[O:2][C:3](=[O:28])[C@H:4]([CH2:24][CH2:25][S:26][CH3:27])[NH:5][C:6](=[O:23])[C@@H:7]([C@@H:19]([CH2:21][CH3:22])[CH3:20])[NH:8][S:9]([CH2:12][C:13]1[CH:18]=[CH:17][CH:16]=[CH:15][CH:14]=1)(=[O:11])=[O:10].Cl, predict the reaction product. The product is: [CH2:12]([S:9]([NH:8][C@@H:7]([C:6]([NH:5][C@H:4]([C:3]([OH:28])=[O:2])[CH2:24][CH2:25][S:26][CH3:27])=[O:23])[C@@H:19]([CH2:21][CH3:22])[CH3:20])(=[O:11])=[O:10])[C:13]1[CH:14]=[CH:15][CH:16]=[CH:17][CH:18]=1.